This data is from Reaction yield outcomes from USPTO patents with 853,638 reactions. The task is: Predict the reaction yield, written as a fraction of the theoretical maximum amount of product (1.0 means a 100% yield; for example, 0.34 means a 34% yield). (1) The reactants are [I:1][C:2]1[CH:3]=[C:4]2[C:8](=[CH:9][CH:10]=1)[NH:7][N:6]=[C:5]2[C:11](OCC)=[O:12].[H-].C([Al+]CC(C)C)C(C)C. No catalyst specified. The product is [OH:12][CH2:11][C:5]1[C:4]2[C:8](=[CH:9][CH:10]=[C:2]([I:1])[CH:3]=2)[NH:7][N:6]=1. The yield is 0.710. (2) The reactants are Br[C:2]1[CH:7]=[CH:6][C:5]([OH:8])=[CH:4][N:3]=1.[F:9][C:10]1[CH:15]=[CH:14][C:13](B(O)O)=[CH:12][CH:11]=1. No catalyst specified. The product is [F:9][C:10]1[CH:15]=[CH:14][C:13]([C:2]2[N:3]=[CH:4][C:5]([OH:8])=[CH:6][CH:7]=2)=[CH:12][CH:11]=1. The yield is 0.510. (3) The reactants are [N+:1]([C:4]1[CH:9]=[CH:8][C:7]([CH2:10][CH:11]([NH2:22])[C:12]2[N:13]=[C:14]([C:17]3[S:18][CH:19]=[CH:20][CH:21]=3)[S:15][CH:16]=2)=[CH:6][CH:5]=1)([O-:3])=[O:2].[Cl:23][C:24]1[CH:25]=[C:26]([CH2:30][C:31](O)=[O:32])[CH:27]=[CH:28][CH:29]=1.ON1C2C=CC=CC=2N=N1.CN(C)CCCN=C=NCC.C(N(CC)CC)C. The catalyst is CN(C=O)C.O. The product is [Cl:23][C:24]1[CH:25]=[C:26]([CH2:30][C:31]([NH:22][C@H:11]([C:12]2[N:13]=[C:14]([C:17]3[S:18][CH:19]=[CH:20][CH:21]=3)[S:15][CH:16]=2)[CH2:10][C:7]2[CH:6]=[CH:5][C:4]([N+:1]([O-:3])=[O:2])=[CH:9][CH:8]=2)=[O:32])[CH:27]=[CH:28][CH:29]=1. The yield is 0.600. (4) The reactants are [C:1]([O:5][C:6]([NH:8][C@H:9]([CH2:29][C:30]1[CH:35]=[C:34]([F:36])[C:33]([F:37])=[CH:32][C:31]=1[F:38])[CH2:10][C:11]([N:13]1[CH2:18][CH2:17][N:16]2[C:19]([C:25]([F:28])([F:27])[F:26])=[N:20][C:21]([C:22](O)=[O:23])=[C:15]2[CH2:14]1)=[O:12])=[O:7])([CH3:4])([CH3:3])[CH3:2].[NH:39]1[CH2:43][CH2:42][C@@H:41]([OH:44])[CH2:40]1.O=C1N([ClH]P([ClH]N2CCOC2=O)=O)CCO1.C(N(CC)CC)C. The catalyst is ClCCl. The product is [C:1]([O:5][C:6](=[O:7])[NH:8][C@H:9]([CH2:29][C:30]1[CH:35]=[C:34]([F:36])[C:33]([F:37])=[CH:32][C:31]=1[F:38])[CH2:10][C:11]([N:13]1[CH2:18][CH2:17][N:16]2[C:19]([C:25]([F:27])([F:28])[F:26])=[N:20][C:21]([C:22]([N:39]3[CH2:43][CH2:42][C@@H:41]([OH:44])[CH2:40]3)=[O:23])=[C:15]2[CH2:14]1)=[O:12])([CH3:4])([CH3:3])[CH3:2]. The yield is 0.530. (5) The reactants are [CH:1]1([C:4]2[NH:8][C:7]3[C:9]([C:14]([OH:16])=O)=[CH:10][CH:11]=[C:12]([OH:13])[C:6]=3[N:5]=2)[CH2:3][CH2:2]1.[NH2:17][CH:18]1[CH2:22][CH2:21][N:20](C(OC(C)(C)C)=O)[CH2:19]1. The yield is 0.270. The product is [CH:1]1([C:4]2[NH:8][C:7]3[C:9]([C:14]([NH:17][CH:18]4[CH2:22][CH2:21][NH:20][CH2:19]4)=[O:16])=[CH:10][CH:11]=[C:12]([OH:13])[C:6]=3[N:5]=2)[CH2:2][CH2:3]1. No catalyst specified.